This data is from Full USPTO retrosynthesis dataset with 1.9M reactions from patents (1976-2016). The task is: Predict the reactants needed to synthesize the given product. (1) Given the product [Br:1][C:2]1[CH:3]=[C:4]2[C:8](=[CH:9][CH:10]=1)[NH:7][C:6](=[O:11])[C:5]2([OH:12])[CH3:13], predict the reactants needed to synthesize it. The reactants are: [Br:1][C:2]1[CH:3]=[C:4]2[C:8](=[CH:9][CH:10]=1)[NH:7][C:6](=[O:11])[C:5]2=[O:12].[CH3:13][Mg]Br.[Cl-].[NH4+]. (2) Given the product [Cl:3][C:4]1[CH:11]=[CH:10][C:7]([CH:8]([OH:9])[CH3:1])=[C:6]([N+:12]([O-:14])=[O:13])[CH:5]=1, predict the reactants needed to synthesize it. The reactants are: [CH3:1][Li].[Cl:3][C:4]1[CH:11]=[CH:10][C:7]([CH:8]=[O:9])=[C:6]([N+:12]([O-:14])=[O:13])[CH:5]=1.